Dataset: Forward reaction prediction with 1.9M reactions from USPTO patents (1976-2016). Task: Predict the product of the given reaction. (1) Given the reactants C(O)=O.C(N(CC)CC)C.[CH:11]1[CH:12]=[CH:13][C:14]2[N:26]([C:27]([NH2:29])=[O:28])[C:25]3[CH:24]=[CH:23][CH:22]=[CH:21][C:20]=3[C:18](=[O:19])[CH2:17][C:15]=2[CH:16]=1.ClCCl, predict the reaction product. The product is: [CH:11]1[CH:12]=[CH:13][C:14]2[N:26]([C:27]([NH2:29])=[O:28])[C:25]3[CH:24]=[CH:23][CH:22]=[CH:21][C:20]=3[C@@H:18]([OH:19])[CH2:17][C:15]=2[CH:16]=1. (2) Given the reactants [OH:1][C:2]1[CH:10]=[CH:9][CH:8]=[C:7]2[C:3]=1[CH2:4][CH2:5][C:6]2=[O:11].[C:12]([O-])([O-])=O.[K+].[K+].IC, predict the reaction product. The product is: [CH3:12][O:1][C:2]1[CH:10]=[CH:9][CH:8]=[C:7]2[C:3]=1[CH2:4][CH2:5][C:6]2=[O:11]. (3) Given the reactants [CH3:1][NH:2][C:3]([C:5]1[CH:14]=[CH:13][C:12]2[C:7](=[CH:8][CH:9]=[CH:10][C:11]=2[N:15]2[CH2:20][CH2:19][N:18](C(OC(C)(C)C)=O)[CH2:17][CH2:16]2)[N:6]=1)=[O:4], predict the reaction product. The product is: [CH3:1][NH:2][C:3]([C:5]1[CH:14]=[CH:13][C:12]2[C:7](=[CH:8][CH:9]=[CH:10][C:11]=2[N:15]2[CH2:20][CH2:19][NH:18][CH2:17][CH2:16]2)[N:6]=1)=[O:4]. (4) Given the reactants C1(P(C2C=CC=CC=2)C2C=CC=CC=2)C=CC=CC=1.CC(OC(/N=N/C(OC(C)C)=O)=O)C.[CH3:34][N:35]1[C:39]([C:40]2[CH:45]=[C:44]([N+:46]([O-:48])=[O:47])[CH:43]=[CH:42][C:41]=2[OH:49])=[CH:38][CH:37]=[N:36]1.[N:50]1([CH2:56][CH2:57]O)[CH2:55][CH2:54][O:53][CH2:52][CH2:51]1, predict the reaction product. The product is: [CH3:34][N:35]1[C:39]([C:40]2[CH:45]=[C:44]([N+:46]([O-:48])=[O:47])[CH:43]=[CH:42][C:41]=2[O:49][CH2:57][CH2:56][N:50]2[CH2:55][CH2:54][O:53][CH2:52][CH2:51]2)=[CH:38][CH:37]=[N:36]1. (5) Given the reactants C([O:5][C:6](=[O:39])[CH:7]([NH:11][S:12]([C:15]1[CH:20]=[CH:19][C:18]([C:21]2[CH:26]=[CH:25][C:24]([CH2:27][O:28][C:29]3[N:30]=[CH:31][C:32]4[C:37]([CH:38]=3)=[CH:36][CH:35]=[CH:34][CH:33]=4)=[CH:23][CH:22]=2)=[CH:17][CH:16]=1)(=[O:14])=[O:13])[CH:8]([CH3:10])[CH3:9])(C)(C)C.C(O)(C(F)(F)F)=O, predict the reaction product. The product is: [CH:31]1[C:32]2[C:37](=[CH:36][CH:35]=[CH:34][CH:33]=2)[CH:38]=[C:29]([O:28][CH2:27][C:24]2[CH:25]=[CH:26][C:21]([C:18]3[CH:19]=[CH:20][C:15]([S:12]([NH:11][CH:7]([CH:8]([CH3:10])[CH3:9])[C:6]([OH:39])=[O:5])(=[O:13])=[O:14])=[CH:16][CH:17]=3)=[CH:22][CH:23]=2)[N:30]=1. (6) Given the reactants [C:1]1([CH3:7])[CH:6]=[CH:5][CH:4]=[CH:3][CH:2]=1.FC(F)(F)S([O-])(=O)=O, predict the reaction product. The product is: [CH:5]1[C:6]2[CH2:4][C:3]3[C:7](=[CH:5][CH:6]=[CH:1][CH:2]=3)[C:1]=2[CH:2]=[CH:3][CH:4]=1. (7) Given the reactants [Cl:1][C:2]1[CH:7]=[CH:6][C:5]([C:8]2[S:9][C:10]3[CH:16]=[CH:15][C:14]([C:17]([OH:19])=O)=[CH:13][C:11]=3[N:12]=2)=[C:4]([OH:20])[CH:3]=1.CN(C(O[N:29]1N=NC2C=[CH:33][CH:34]=[CH:35][C:30]1=2)=[N+](C)C)C.F[P-](F)(F)(F)(F)F.CCN(C(C)C)C(C)C.N1CCCC1, predict the reaction product. The product is: [Cl:1][C:2]1[CH:7]=[CH:6][C:5]([C:8]2[S:9][C:10]3[CH:16]=[CH:15][C:14]([C:17]([N:29]4[CH2:30][CH2:35][CH2:34][CH2:33]4)=[O:19])=[CH:13][C:11]=3[N:12]=2)=[C:4]([OH:20])[CH:3]=1.